Dataset: Full USPTO retrosynthesis dataset with 1.9M reactions from patents (1976-2016). Task: Predict the reactants needed to synthesize the given product. Given the product [CH2:1]([C:11]1([OH:15])[C:12]2[C:8](=[CH:7][C:6]([F:5])=[CH:14][CH:13]=2)[CH2:9][CH2:10]1)[CH3:2], predict the reactants needed to synthesize it. The reactants are: [CH2:1]([Mg]Br)[CH3:2].[F:5][C:6]1[CH:7]=[C:8]2[C:12](=[CH:13][CH:14]=1)[C:11](=[O:15])[CH2:10][CH2:9]2.